This data is from Full USPTO retrosynthesis dataset with 1.9M reactions from patents (1976-2016). The task is: Predict the reactants needed to synthesize the given product. (1) The reactants are: [CH2:1]([N:8]1[C:17]2[C:12](=[CH:13][CH:14]=[C:15]([OH:18])[CH:16]=2)[CH2:11][CH2:10][CH2:9]1)[C:2]1[CH:7]=[CH:6][CH:5]=[CH:4][CH:3]=1.C(N(CC)CC)C.[CH3:26][O:27][C:28]1[CH:33]=[CH:32][C:31]([N:34]=[C:35]=[O:36])=[CH:30][CH:29]=1. Given the product [CH3:26][O:27][C:28]1[CH:33]=[CH:32][C:31]([NH:34][C:35](=[O:36])[O:18][C:15]2[CH:16]=[C:17]3[C:12]([CH2:11][CH2:10][CH2:9][N:8]3[CH2:1][C:2]3[CH:3]=[CH:4][CH:5]=[CH:6][CH:7]=3)=[CH:13][CH:14]=2)=[CH:30][CH:29]=1, predict the reactants needed to synthesize it. (2) Given the product [C:12]([N:11]([CH3:20])[CH2:10][C@H:9]([C:4]1[CH:5]=[CH:6][C:7]([Cl:8])=[C:2]([Cl:1])[CH:3]=1)[CH2:21][CH2:22][N:31]1[CH2:32][CH2:33][C:28]([N:34]2[CH2:38][CH2:37][CH2:36][CH2:35]2)([C:26]([N:25]([CH3:39])[CH3:24])=[O:27])[CH2:29][CH2:30]1)(=[O:19])[C:13]1[CH:14]=[CH:15][CH:16]=[CH:17][CH:18]=1, predict the reactants needed to synthesize it. The reactants are: [Cl:1][C:2]1[CH:3]=[C:4]([C@H:9]([CH2:21][CH:22]=O)[CH2:10][N:11]([CH3:20])[C:12](=[O:19])[C:13]2[CH:18]=[CH:17][CH:16]=[CH:15][CH:14]=2)[CH:5]=[CH:6][C:7]=1[Cl:8].[CH3:24][N:25]([CH3:39])[C:26]([C:28]1([N:34]2[CH2:38][CH2:37][CH2:36][CH2:35]2)[CH2:33][CH2:32][NH:31][CH2:30][CH2:29]1)=[O:27].C([O-])(=O)C.[Na+].C(O[BH-](OC(=O)C)OC(=O)C)(=O)C.[Na+]. (3) Given the product [CH2:35]([N:9]1[C:8]2[C:6](=[O:7])[N:5]([CH3:38])[CH:4]=[CH:3][C:12]=2[C:11]([C:13]([C:19]2[CH:20]=[C:21]3[C:25](=[CH:26][CH:27]=2)[N:24]([C:28]2[CH:33]=[CH:32][C:31]([F:34])=[CH:30][CH:29]=2)[N:23]=[CH:22]3)([OH:18])[C:14]([F:15])([F:16])[F:17])=[CH:10]1)[CH:36]=[CH2:37], predict the reactants needed to synthesize it. The reactants are: CO[CH:3](OC)[CH2:4][N:5]([CH3:38])[C:6]([C:8]1[N:9]([CH2:35][CH:36]=[CH2:37])[CH:10]=[C:11]([C:13]([C:19]2[CH:20]=[C:21]3[C:25](=[CH:26][CH:27]=2)[N:24]([C:28]2[CH:33]=[CH:32][C:31]([F:34])=[CH:30][CH:29]=2)[N:23]=[CH:22]3)([OH:18])[C:14]([F:17])([F:16])[F:15])[CH:12]=1)=[O:7].OS(O)(=O)=O. (4) Given the product [ClH:2].[CH3:3][C:4]1[CH:9]=[C:8]([NH2:10])[CH:7]=[CH:6][C:5]=1[C:14]1[CH:15]=[CH:16][CH:17]=[CH:18][CH:19]=1, predict the reactants needed to synthesize it. The reactants are: O.[ClH:2].[CH3:3][C:4]1[CH:9]=[C:8]([NH:10]C(C)=O)[CH:7]=[CH:6][C:5]=1[C:14]1[CH:19]=[CH:18][CH:17]=[CH:16][CH:15]=1. (5) Given the product [NH2:8][C:6]1[N:5]=[C:4]([NH:9][C:20](=[O:21])[O:22][C:23]([CH3:26])([CH3:25])[CH3:24])[CH:3]=[C:2]([CH3:1])[CH:7]=1, predict the reactants needed to synthesize it. The reactants are: [CH3:1][C:2]1[CH:7]=[C:6]([NH2:8])[N:5]=[C:4]([NH2:9])[CH:3]=1.C[Si]([N-][Si](C)(C)C)(C)C.[Li+].[C:20](O[C:20]([O:22][C:23]([CH3:26])([CH3:25])[CH3:24])=[O:21])([O:22][C:23]([CH3:26])([CH3:25])[CH3:24])=[O:21]. (6) The reactants are: C(=O)([O-])[O-].[Cs+].[Cs+].[NH:7]1[CH:11]=[C:10](/[CH:12]=[CH:13]/[C:14]([O:16][CH2:17][CH3:18])=[O:15])[CH:9]=[N:8]1.Br[CH2:20]/[CH:21]=[CH:22]/[C:23]1[CH:28]=[CH:27][CH:26]=[CH:25][CH:24]=1. Given the product [CH2:20]([N:7]1[CH:11]=[C:10](/[CH:12]=[CH:13]/[C:14]([O:16][CH2:17][CH3:18])=[O:15])[CH:9]=[N:8]1)[CH:21]=[CH:22][C:23]1[CH:28]=[CH:27][CH:26]=[CH:25][CH:24]=1, predict the reactants needed to synthesize it.